The task is: Predict the product of the given reaction.. This data is from Forward reaction prediction with 1.9M reactions from USPTO patents (1976-2016). (1) Given the reactants [H-].[Na+].[C:3]([O:11][CH2:12][CH3:13])(=[O:10])[CH2:4][C:5]([O:7][CH2:8][CH3:9])=[O:6].[F:14][C:15]1[C:22]([CH3:23])=[CH:21][CH:20]=[CH:19][C:16]=1[CH2:17]Br.O, predict the reaction product. The product is: [CH2:12]([O:11][C:3](=[O:10])[CH:4]([CH2:17][C:16]1[CH:19]=[CH:20][CH:21]=[C:22]([CH3:23])[C:15]=1[F:14])[C:5]([O:7][CH2:8][CH3:9])=[O:6])[CH3:13]. (2) Given the reactants [CH2:1]([NH2:8])[C:2]1[CH:7]=[CH:6][CH:5]=[CH:4][CH:3]=1.[C:9]([O:13][C:14]([N:16]1[CH2:23][C@H:22]2[C@H:18]([CH2:19][CH:20]([CH3:24])[CH2:21]2)[C@H:17]1[CH:25]=O)=[O:15])([CH3:12])([CH3:11])[CH3:10].[BH-](OC(C)=O)(OC(C)=O)OC(C)=O.[Na+].C([O-])(O)=O.[Na+], predict the reaction product. The product is: [C:9]([O:13][C:14]([N:16]1[CH2:23][C@H:22]2[C@H:18]([CH2:19][CH:20]([CH3:24])[CH2:21]2)[C@H:17]1[CH2:25][NH:8][CH2:1][C:2]1[CH:7]=[CH:6][CH:5]=[CH:4][CH:3]=1)=[O:15])([CH3:12])([CH3:10])[CH3:11]. (3) Given the reactants [Cl:1][CH2:2][CH2:3][C@@H:4]([C:6]1[CH:11]=[CH:10][CH:9]=[CH:8][CH:7]=1)[OH:5].[Cl:12][C:13]1[CH:20]=[CH:19][C:16]([C:17]#[N:18])=[C:15](O)[CH:14]=1.C1(P(C2C=CC=CC=2)C2C=CC=CC=2)C=CC=CC=1.N(C(OCC)=O)=NC(OCC)=O, predict the reaction product. The product is: [Cl:12][C:13]1[CH:20]=[CH:19][C:16]([C:17]#[N:18])=[C:15]([O:5][C@@H:4]([C:6]2[CH:11]=[CH:10][CH:9]=[CH:8][CH:7]=2)[CH2:3][CH2:2][Cl:1])[CH:14]=1. (4) Given the reactants C(=O)([O-])[O-].[Na+].[Na+].[Br:7][C:8]1[CH:9]=[N:10][C:11](I)=[N:12][CH:13]=1.[OH:15][CH2:16][C:17]1[CH:18]=[C:19](B(O)O)[CH:20]=[CH:21][CH:22]=1, predict the reaction product. The product is: [Br:7][C:8]1[CH:9]=[N:10][C:11]([C:21]2[CH:22]=[C:17]([CH2:16][OH:15])[CH:18]=[CH:19][CH:20]=2)=[N:12][CH:13]=1. (5) Given the reactants [C:1]1([C:7]2[CH:8]=[C:9]3[C:13](=[C:14]([C:16]([NH2:18])=[O:17])[CH:15]=2)[NH:12][CH:11]=[C:10]3[CH:19]2[CH2:24][CH2:23][NH:22][CH2:21][CH2:20]2)[CH:6]=[CH:5][CH:4]=[CH:3][CH:2]=1.[Cl:25][C:26]1[CH:27]=[C:28]([S:33](Cl)(=[O:35])=[O:34])[CH:29]=[CH:30][C:31]=1[Cl:32].C(N(CC)CC)C, predict the reaction product. The product is: [Cl:25][C:26]1[CH:27]=[C:28]([S:33]([N:22]2[CH2:23][CH2:24][CH:19]([C:10]3[C:9]4[C:13](=[C:14]([C:16]([NH2:18])=[O:17])[CH:15]=[C:7]([C:1]5[CH:2]=[CH:3][CH:4]=[CH:5][CH:6]=5)[CH:8]=4)[NH:12][CH:11]=3)[CH2:20][CH2:21]2)(=[O:34])=[O:35])[CH:29]=[CH:30][C:31]=1[Cl:32]. (6) Given the reactants [CH3:1][C:2]1[CH:7]=[CH:6][C:5]([S:8]([N:11]([C@H:16]([C:41]([OH:43])=O)[CH2:17][CH2:18][CH2:19][CH2:20][NH:21][C:22]([C@@H:24]([NH:32][S:33]([C:36]2[S:40][CH:39]=[CH:38][CH:37]=2)(=[O:35])=[O:34])[CH2:25][C:26]2[CH:31]=[CH:30][CH:29]=[CH:28][CH:27]=2)=[O:23])[CH2:12][CH:13]([CH3:15])[CH3:14])(=[O:10])=[O:9])=[CH:4][CH:3]=1.C1C([N+:50]([O-])=O)=CC=C(O)C=1.C1CCC(N=C=NC2CCCCC2)CC1.N, predict the reaction product. The product is: [CH3:1][C:2]1[CH:7]=[CH:6][C:5]([S:8]([N:11]([C@H:16]([C:41]([NH2:50])=[O:43])[CH2:17][CH2:18][CH2:19][CH2:20][NH:21][C:22]([C@@H:24]([NH:32][S:33]([C:36]2[S:40][CH:39]=[CH:38][CH:37]=2)(=[O:34])=[O:35])[CH2:25][C:26]2[CH:27]=[CH:28][CH:29]=[CH:30][CH:31]=2)=[O:23])[CH2:12][CH:13]([CH3:15])[CH3:14])(=[O:10])=[O:9])=[CH:4][CH:3]=1. (7) Given the reactants [C:1](/[C:3](=[C:7](/[N:9]1[CH2:15][CH2:14][CH2:13][N:12]([C:16]2[CH:21]=[CH:20][C:19]([O:22][CH3:23])=[CH:18][CH:17]=2)[CH2:11][CH2:10]1)\[CH3:8])/[C:4](=[S:6])[NH2:5])#[N:2].CO[CH:26](OC)[N:27]([CH3:29])[CH3:28], predict the reaction product. The product is: [C:1](/[C:3](=[C:7](/[N:9]1[CH2:15][CH2:14][CH2:13][N:12]([C:16]2[CH:17]=[CH:18][C:19]([O:22][CH3:23])=[CH:20][CH:21]=2)[CH2:11][CH2:10]1)\[CH3:8])/[C:4](=[S:6])/[N:5]=[CH:26]/[N:27]([CH3:29])[CH3:28])#[N:2]. (8) Given the reactants C([O:3][C:4](=[O:17])[CH:5]([C:7]1[CH:12]=[CH:11][C:10]([N+:13]([O-:15])=[O:14])=[C:9]([OH:16])[CH:8]=1)[CH3:6])C.[OH-].[Na+].C(O)(=O)C, predict the reaction product. The product is: [OH:16][C:9]1[CH:8]=[C:7]([CH:5]([CH3:6])[C:4]([OH:17])=[O:3])[CH:12]=[CH:11][C:10]=1[N+:13]([O-:15])=[O:14]. (9) Given the reactants [CH3:1][O:2][C:3]([C:5]1[CH:6]=[C:7]2[C:11](=[CH:12][CH:13]=1)[NH:10][C:9]([CH:14]=O)=[CH:8]2)=[O:4].[NH:16]1[CH2:20][CH2:19][CH2:18][CH2:17]1.[C:21]([OH:24])(=[O:23])[CH3:22].C(O[BH-](OC(=O)C)OC(=O)C)(=O)C.[Na+], predict the reaction product. The product is: [CH3:1][O:2][C:3]([C:5]1[CH:6]=[C:7]2[C:11](=[CH:12][CH:13]=1)[NH:10][C:9]([CH2:14][N:16]1[CH2:20][CH2:19][CH2:18][CH2:17]1)=[CH:8]2)=[O:4].[C:21]([OH:24])(=[O:23])[CH3:22]. (10) Given the reactants [CH2:1]([C@@H:8]([CH2:12][CH2:13][C@H:14]([CH2:32][C:33]1[CH:38]=[CH:37][CH:36]=[CH:35][CH:34]=1)[C:15](=[O:31])[NH:16][C@@H:17]1[CH2:23][CH2:22][CH2:21][CH2:20][N:19]([C:24]2[CH:29]=[CH:28][CH:27]=[CH:26][CH:25]=2)[C:18]1=[O:30])[C:9](O)=[O:10])[C:2]1[CH:7]=[CH:6][CH:5]=[CH:4][CH:3]=1.FC(F)(F)C(O)=O.[NH2:46][C@H:47]1[CH2:53][CH2:52][S:51][C@H:50]2[CH2:54][CH2:55][CH2:56][C@@H:57]([C:58]3[O:59][CH:60]=[N:61][N:62]=3)[N:49]2[C:48]1=[O:63], predict the reaction product. The product is: [O:59]1[CH:60]=[N:61][N:62]=[C:58]1[C@H:57]1[N:49]2[C@@H:50]([S:51][CH2:52][CH2:53][C@H:47]([NH:46][C:9](=[O:10])[C@@H:8]([CH2:1][C:2]3[CH:7]=[CH:6][CH:5]=[CH:4][CH:3]=3)[CH2:12][CH2:13][C@H:14]([CH2:32][C:33]3[CH:38]=[CH:37][CH:36]=[CH:35][CH:34]=3)[C:15]([NH:16][C@H:17]3[CH2:23][CH2:22][CH2:21][CH2:20][N:19]([C:24]4[CH:25]=[CH:26][CH:27]=[CH:28][CH:29]=4)[C:18]3=[O:30])=[O:31])[C:48]2=[O:63])[CH2:54][CH2:55][CH2:56]1.